This data is from Peptide-MHC class II binding affinity with 134,281 pairs from IEDB. The task is: Regression. Given a peptide amino acid sequence and an MHC pseudo amino acid sequence, predict their binding affinity value. This is MHC class II binding data. (1) The peptide sequence is SADTISSYFVGKM. The MHC is DRB3_0101 with pseudo-sequence DRB3_0101. The binding affinity (normalized) is 0. (2) The peptide sequence is TKKFDEVVKANGGYL. The MHC is HLA-DPA10103-DPB10301 with pseudo-sequence HLA-DPA10103-DPB10301. The binding affinity (normalized) is 0.233.